Dataset: Forward reaction prediction with 1.9M reactions from USPTO patents (1976-2016). Task: Predict the product of the given reaction. (1) Given the reactants [CH3:1][C:2]1([CH3:13])[C:10]2[C:5](=[C:6]([CH3:11])[CH:7]=[CH:8][CH:9]=2)[NH:4][C:3]1=[O:12].[H-].[Na+].[CH3:16][Si:17]([CH3:24])([CH3:23])[CH2:18][CH2:19][O:20][CH2:21]Cl, predict the reaction product. The product is: [CH3:1][C:2]1([CH3:13])[C:10]2[C:5](=[C:6]([CH3:11])[CH:7]=[CH:8][CH:9]=2)[N:4]([CH2:21][O:20][CH2:19][CH2:18][Si:17]([CH3:24])([CH3:23])[CH3:16])[C:3]1=[O:12]. (2) Given the reactants [H-].[Na+].[Cl:3][C:4]1[CH:9]=[CH:8][CH:7]=[C:6]([F:10])[C:5]=1[C:11]1[N:15]=[C:14]([CH3:16])[N:13]([C:17]2[CH:22]=[CH:21][C:20]([CH2:23][OH:24])=[CH:19][CH:18]=2)[N:12]=1.[Cl:25][C:26]1[C:27](S(C)(=O)=O)=[N:28][CH:29]=[C:30]([C:32]([F:35])([F:34])[F:33])[CH:31]=1.O, predict the reaction product. The product is: [Cl:3][C:4]1[CH:9]=[CH:8][CH:7]=[C:6]([F:10])[C:5]=1[C:11]1[N:15]=[C:14]([CH3:16])[N:13]([C:17]2[CH:22]=[CH:21][C:20]([CH2:23][O:24][C:27]3[C:26]([Cl:25])=[CH:31][C:30]([C:32]([F:35])([F:33])[F:34])=[CH:29][N:28]=3)=[CH:19][CH:18]=2)[N:12]=1. (3) Given the reactants Br[C:2]1[CH:7]=[CH:6][C:5]([C@H:8]2[CH2:13][CH2:12][C@H:11]([OH:14])[CH2:10][CH2:9]2)=[CH:4][CH:3]=1.[CH3:15][C:16]1([CH3:32])[C:20]([CH3:22])([CH3:21])[O:19][B:18]([B:18]2[O:19][C:20]([CH3:22])([CH3:21])[C:16]([CH3:32])([CH3:15])[O:17]2)[O:17]1, predict the reaction product. The product is: [CH3:15][C:16]1([CH3:32])[C:20]([CH3:22])([CH3:21])[O:19][B:18]([C:2]2[CH:7]=[CH:6][C:5]([C@H:8]3[CH2:13][CH2:12][C@H:11]([OH:14])[CH2:10][CH2:9]3)=[CH:4][CH:3]=2)[O:17]1. (4) Given the reactants [Cl:1][C:2]1[CH:9]=[CH:8][C:5]([CH:6]=[O:7])=[CH:4][CH:3]=1.[Cl:10][C:11]([Cl:16])([Cl:15])C(O)=O.[Na+].ClC(Cl)(Cl)C([O-])=O.O, predict the reaction product. The product is: [Cl:10][C:11]([Cl:16])([Cl:15])[CH:6]([C:5]1[CH:8]=[CH:9][C:2]([Cl:1])=[CH:3][CH:4]=1)[OH:7]. (5) Given the reactants [CH2:1]([N:3]1[CH:7]=[C:6]([NH2:8])[CH:5]=[N:4]1)[CH3:2].Br[C:10]1[C:11](=[O:18])[N:12]([CH3:17])[CH:13]=[C:14]([Br:16])[N:15]=1, predict the reaction product. The product is: [Br:16][C:14]1[N:15]=[C:10]([NH:8][C:6]2[CH:5]=[N:4][N:3]([CH2:1][CH3:2])[CH:7]=2)[C:11](=[O:18])[N:12]([CH3:17])[CH:13]=1. (6) Given the reactants [F-].[K+].[Cl-].[CH:27]([C:26]1[CH:25]=[CH:24][CH:23]=[C:22]([CH:30](C)[CH3:32])C=1[NH+]1CCN(C2[C:26]([CH:27]([CH3:29])C)=[CH:25][CH:24]=[CH:23][C:22]=2[CH:30]([CH3:32])C)C1)(C)[CH3:29].Cl[C:34]1C=CC=C[CH:35]=1.C1(C)C=CC([Mg]Br)=CC=1.C(C(C(C([O-])=O)O)O)([O-])=O.[K+].[Na+], predict the reaction product. The product is: [CH3:34][CH2:35][CH2:29][CH2:27][CH2:26][CH2:25][CH2:24][CH2:23][CH2:22][CH2:30][CH3:32]. (7) Given the reactants [H-].[Al+3].[Li+].[H-].[H-].[H-].[C:7]([NH:14][C@@H:15]([C:24](OC)=[O:25])[CH2:16][C:17]1[CH:22]=[CH:21][C:20]([OH:23])=[CH:19][CH:18]=1)([O:9][C:10]([CH3:13])([CH3:12])[CH3:11])=[O:8], predict the reaction product. The product is: [OH:25][CH2:24][C@H:15]([NH:14][C:7](=[O:8])[O:9][C:10]([CH3:12])([CH3:11])[CH3:13])[CH2:16][C:17]1[CH:22]=[CH:21][C:20]([OH:23])=[CH:19][CH:18]=1. (8) The product is: [Br:4][C:5]1[C:6]([Cl:19])=[C:7]([NH:14][S:15]([CH3:18])(=[O:17])=[O:16])[CH:8]=[CH:9][C:10]=1[CH2:11][C:12]1[NH:22][CH2:21][CH2:20][N:13]=1. Given the reactants C(=S)=S.[Br:4][C:5]1[C:6]([Cl:19])=[C:7]([NH:14][S:15]([CH3:18])(=[O:17])=[O:16])[CH:8]=[CH:9][C:10]=1[CH2:11][C:12]#[N:13].[CH2:20](N)[CH2:21][NH2:22], predict the reaction product. (9) Given the reactants [NH2:1][CH:2]([C:5]1[C:6](=[O:16])[NH:7][C:8]([CH:11]2[CH2:15][CH2:14][CH2:13][CH2:12]2)=[N:9][N:10]=1)[CH2:3][CH3:4].[CH:17]1([C:22](Cl)=[O:23])[CH2:21][CH2:20][CH2:19]C1, predict the reaction product. The product is: [CH:11]1([C:8]2[NH:7][C:6](=[O:16])[C:5]([CH:2]([NH:1][C:22]([CH:17]3[CH2:19][CH2:20][CH2:21]3)=[O:23])[CH2:3][CH3:4])=[N:10][N:9]=2)[CH2:15][CH2:14][CH2:13][CH2:12]1.